Dataset: Forward reaction prediction with 1.9M reactions from USPTO patents (1976-2016). Task: Predict the product of the given reaction. (1) Given the reactants [Br:1][C:2]1[CH:10]=[C:9]2[C:5]([CH:6]=[N:7][NH:8]2)=[CH:4][CH:3]=1.[OH-].[K+].[CH3:13]I, predict the reaction product. The product is: [Br:1][C:2]1[CH:10]=[C:9]2[C:5]([CH:6]=[N:7][N:8]2[CH3:13])=[CH:4][CH:3]=1. (2) Given the reactants C([O:8][C:9]1[C:10](=[O:34])[N:11]([CH3:33])[C:12]([CH:28]2[CH2:32][CH2:31][CH2:30][CH2:29]2)=[N:13][C:14]=1[C:15]1[O:19][N:18]=[C:17]([CH2:20][C:21]2[CH:26]=[CH:25][C:24]([F:27])=[CH:23][CH:22]=2)[N:16]=1)C1C=CC=CC=1, predict the reaction product. The product is: [CH:28]1([C:12]2[N:11]([CH3:33])[C:10](=[O:34])[C:9]([OH:8])=[C:14]([C:15]3[O:19][N:18]=[C:17]([CH2:20][C:21]4[CH:22]=[CH:23][C:24]([F:27])=[CH:25][CH:26]=4)[N:16]=3)[N:13]=2)[CH2:32][CH2:31][CH2:30][CH2:29]1. (3) Given the reactants [O:1]1[C:5]2[C:6](/[CH:10]=[CH:11]/[C:12]([OH:14])=O)=[CH:7][CH:8]=[CH:9][C:4]=2[CH2:3][CH2:2]1.C1(P([N:29]=[N+:30]=[N-:31])(C2C=CC=CC=2)=O)C=CC=CC=1.CCN(CC)CC, predict the reaction product. The product is: [O:1]1[C:5]2[C:6](/[CH:10]=[CH:11]/[C:12]([N:29]=[N+:30]=[N-:31])=[O:14])=[CH:7][CH:8]=[CH:9][C:4]=2[CH2:3][CH2:2]1. (4) Given the reactants [Cl:1][C:2]1[CH:7]=[C:6](I)[CH:5]=[C:4]([Cl:9])[N:3]=1.[C@H:10]12[CH2:16][C@H:13]([NH:14][CH2:15]1)[CH2:12][O:11]2.C(=O)([O-])[O-].[Cs+].[Cs+].CC1(C)C2C(=C(P(C3C=CC=CC=3)C3C=CC=CC=3)C=CC=2)OC2C(P(C3C=CC=CC=3)C3C=CC=CC=3)=CC=CC1=2, predict the reaction product. The product is: [Cl:1][C:2]1[CH:7]=[C:6]([N:14]2[CH2:15][C@@H:10]3[CH2:16][C@H:13]2[CH2:12][O:11]3)[CH:5]=[C:4]([Cl:9])[N:3]=1. (5) Given the reactants [Br:1][C:2]1[CH:7]=[C:6]([NH:8][CH:9]([CH2:11][CH2:12][CH3:13])[CH3:10])[C:5]([N+:14]([O-])=O)=[CH:4][N:3]=1, predict the reaction product. The product is: [Br:1][C:2]1[N:3]=[CH:4][C:5]([NH2:14])=[C:6]([NH:8][CH:9]([CH2:11][CH2:12][CH3:13])[CH3:10])[CH:7]=1. (6) Given the reactants Cl.[C@H:2]12[CH2:8][C@H:5]([NH:6][CH2:7]1)[CH2:4][N:3]2[CH2:9][C@@H:10]([C:12]1[C:13]([CH3:22])=[C:14]2[C:18](=[CH:19][CH:20]=1)[C:17](=[O:21])[O:16][CH2:15]2)[OH:11].[CH3:23][C:24]1[CH:25]=[C:26]([S:35](Cl)(=[O:37])=[O:36])[CH:27]=[CH:28][C:29]=1[N:30]1[CH:34]=[N:33][N:32]=[N:31]1, predict the reaction product. The product is: [OH:11][C@H:10]([C:12]1[C:13]([CH3:22])=[C:14]2[C:18](=[CH:19][CH:20]=1)[C:17](=[O:21])[O:16][CH2:15]2)[CH2:9][N:3]1[CH2:4][C@@H:5]2[CH2:8][C@H:2]1[CH2:7][N:6]2[S:35]([C:26]1[CH:27]=[CH:28][C:29]([N:30]2[CH:34]=[N:33][N:32]=[N:31]2)=[C:24]([CH3:23])[CH:25]=1)(=[O:37])=[O:36]. (7) Given the reactants Cl[C:2]1[N:7]=[C:6]([NH:8][C:9]2[CH:14]=[CH:13][C:12]([N:15]3[CH2:20][CH2:19][O:18][CH2:17][CH2:16]3)=[CH:11][C:10]=2[O:21][CH3:22])[C:5]([Cl:23])=[CH:4][N:3]=1.[NH2:24][C:25]1[C:44]([O:45][CH3:46])=[CH:43][C:28]2[CH2:29][CH2:30][N:31]([CH2:34][C:35]([N:37]3[CH2:42][CH2:41][O:40][CH2:39][CH2:38]3)=[O:36])[CH2:32][CH2:33][C:27]=2[CH:26]=1, predict the reaction product. The product is: [Cl:23][C:5]1[C:6]([NH:8][C:9]2[CH:14]=[CH:13][C:12]([N:15]3[CH2:20][CH2:19][O:18][CH2:17][CH2:16]3)=[CH:11][C:10]=2[O:21][CH3:22])=[N:7][C:2]([NH:24][C:25]2[C:44]([O:45][CH3:46])=[CH:43][C:28]3[CH2:29][CH2:30][N:31]([CH2:34][C:35]([N:37]4[CH2:42][CH2:41][O:40][CH2:39][CH2:38]4)=[O:36])[CH2:32][CH2:33][C:27]=3[CH:26]=2)=[N:3][CH:4]=1. (8) Given the reactants [C:1]([C@@H:4]1[N:8](C(OC)=O)[C@H:7]([C:13]([O:15][CH3:16])=[O:14])[CH2:6][CH2:5]1)#[C:2][CH3:3].I[Si](C)(C)C, predict the reaction product. The product is: [C:1]([C@@H:4]1[NH:8][C@H:7]([C:13]([O:15][CH3:16])=[O:14])[CH2:6][CH2:5]1)#[C:2][CH3:3].